Dataset: NCI-60 drug combinations with 297,098 pairs across 59 cell lines. Task: Regression. Given two drug SMILES strings and cell line genomic features, predict the synergy score measuring deviation from expected non-interaction effect. (1) Drug 1: C1CCC(CC1)NC(=O)N(CCCl)N=O. Drug 2: CC1C(C(=O)NC(C(=O)N2CCCC2C(=O)N(CC(=O)N(C(C(=O)O1)C(C)C)C)C)C(C)C)NC(=O)C3=C4C(=C(C=C3)C)OC5=C(C(=O)C(=C(C5=N4)C(=O)NC6C(OC(=O)C(N(C(=O)CN(C(=O)C7CCCN7C(=O)C(NC6=O)C(C)C)C)C)C(C)C)C)N)C. Cell line: U251. Synergy scores: CSS=32.5, Synergy_ZIP=-8.21, Synergy_Bliss=0.723, Synergy_Loewe=1.16, Synergy_HSA=1.02. (2) Drug 1: CC(C1=C(C=CC(=C1Cl)F)Cl)OC2=C(N=CC(=C2)C3=CN(N=C3)C4CCNCC4)N. Drug 2: N.N.Cl[Pt+2]Cl. Cell line: NCI-H322M. Synergy scores: CSS=-10.9, Synergy_ZIP=1.92, Synergy_Bliss=-3.13, Synergy_Loewe=-5.98, Synergy_HSA=-5.69. (3) Drug 1: CN(C)N=NC1=C(NC=N1)C(=O)N. Drug 2: CC1C(C(=O)NC(C(=O)N2CCCC2C(=O)N(CC(=O)N(C(C(=O)O1)C(C)C)C)C)C(C)C)NC(=O)C3=C4C(=C(C=C3)C)OC5=C(C(=O)C(=C(C5=N4)C(=O)NC6C(OC(=O)C(N(C(=O)CN(C(=O)C7CCCN7C(=O)C(NC6=O)C(C)C)C)C)C(C)C)C)N)C. Cell line: A549. Synergy scores: CSS=0.228, Synergy_ZIP=-0.0988, Synergy_Bliss=0.0463, Synergy_Loewe=-1.66, Synergy_HSA=-1.51. (4) Drug 1: C1C(C(OC1N2C=NC3=C(N=C(N=C32)Cl)N)CO)O. Drug 2: CCN(CC)CCNC(=O)C1=C(NC(=C1C)C=C2C3=C(C=CC(=C3)F)NC2=O)C. Cell line: SF-295. Synergy scores: CSS=0.442, Synergy_ZIP=1.05, Synergy_Bliss=-6.42, Synergy_Loewe=-9.84, Synergy_HSA=-6.02. (5) Drug 1: CC1=CC2C(CCC3(C2CCC3(C(=O)C)OC(=O)C)C)C4(C1=CC(=O)CC4)C. Drug 2: C1=C(C(=O)NC(=O)N1)F. Cell line: OVCAR-4. Synergy scores: CSS=48.8, Synergy_ZIP=6.80, Synergy_Bliss=5.36, Synergy_Loewe=-1.26, Synergy_HSA=5.64. (6) Drug 1: CC1OCC2C(O1)C(C(C(O2)OC3C4COC(=O)C4C(C5=CC6=C(C=C35)OCO6)C7=CC(=C(C(=C7)OC)O)OC)O)O. Drug 2: CC1CCCC2(C(O2)CC(NC(=O)CC(C(C(=O)C(C1O)C)(C)C)O)C(=CC3=CSC(=N3)C)C)C. Cell line: PC-3. Synergy scores: CSS=17.5, Synergy_ZIP=-5.39, Synergy_Bliss=-1.77, Synergy_Loewe=-1.78, Synergy_HSA=-1.77. (7) Synergy scores: CSS=-1.86, Synergy_ZIP=3.58, Synergy_Bliss=4.01, Synergy_Loewe=-0.219, Synergy_HSA=-0.163. Cell line: DU-145. Drug 1: C1=CC(=CC=C1C#N)C(C2=CC=C(C=C2)C#N)N3C=NC=N3. Drug 2: C(CCl)NC(=O)N(CCCl)N=O. (8) Drug 1: C1CN(CCN1C(=O)CCBr)C(=O)CCBr. Drug 2: CC12CCC3C(C1CCC2OP(=O)(O)O)CCC4=C3C=CC(=C4)OC(=O)N(CCCl)CCCl.[Na+]. Cell line: DU-145. Synergy scores: CSS=34.5, Synergy_ZIP=-3.71, Synergy_Bliss=-4.85, Synergy_Loewe=-7.03, Synergy_HSA=-6.39. (9) Drug 1: C1CN1C2=NC(=NC(=N2)N3CC3)N4CC4. Drug 2: CCN(CC)CCCC(C)NC1=C2C=C(C=CC2=NC3=C1C=CC(=C3)Cl)OC. Cell line: TK-10. Synergy scores: CSS=20.9, Synergy_ZIP=-5.30, Synergy_Bliss=-2.53, Synergy_Loewe=-3.33, Synergy_HSA=-0.142. (10) Cell line: HCC-2998. Drug 2: CC1C(C(=O)NC(C(=O)N2CCCC2C(=O)N(CC(=O)N(C(C(=O)O1)C(C)C)C)C)C(C)C)NC(=O)C3=C4C(=C(C=C3)C)OC5=C(C(=O)C(=C(C5=N4)C(=O)NC6C(OC(=O)C(N(C(=O)CN(C(=O)C7CCCN7C(=O)C(NC6=O)C(C)C)C)C)C(C)C)C)N)C. Synergy scores: CSS=26.4, Synergy_ZIP=5.66, Synergy_Bliss=8.83, Synergy_Loewe=-24.0, Synergy_HSA=6.73. Drug 1: C1CCN(CC1)CCOC2=CC=C(C=C2)C(=O)C3=C(SC4=C3C=CC(=C4)O)C5=CC=C(C=C5)O.